Dataset: Forward reaction prediction with 1.9M reactions from USPTO patents (1976-2016). Task: Predict the product of the given reaction. (1) Given the reactants [C:1]12([CH2:11][O:12][C:13]3[CH:20]=[CH:19][C:16]([C:17]#[N:18])=[CH:15][C:14]=3Br)[CH2:10][CH:5]3[CH2:6][CH:7]([CH2:9][CH:3]([CH2:4]3)[CH2:2]1)[CH2:8]2.[CH:22]1(B(O)O)[CH2:24][CH2:23]1.P([O-])([O-])([O-])=O.[K+].[K+].[K+].F[B-](F)(F)F.C1(P(C2CCCCC2)C2CCCCC2)CCCCC1, predict the reaction product. The product is: [C:1]12([CH2:11][O:12][C:13]3[CH:20]=[CH:19][C:16]([C:17]#[N:18])=[CH:15][C:14]=3[CH:22]3[CH2:24][CH2:23]3)[CH2:10][CH:5]3[CH2:6][CH:7]([CH2:9][CH:3]([CH2:4]3)[CH2:2]1)[CH2:8]2. (2) Given the reactants [NH2:1][C:2]1[C:3]([C:18]([O:20]C)=[O:19])=[N:4][C:5]([C:8]2[C:13]([C:14]([F:17])([F:16])[F:15])=[CH:12][CH:11]=[CH:10][N:9]=2)=[CH:6][N:7]=1, predict the reaction product. The product is: [NH2:1][C:2]1[C:3]([C:18]([OH:20])=[O:19])=[N:4][C:5]([C:8]2[C:13]([C:14]([F:17])([F:16])[F:15])=[CH:12][CH:11]=[CH:10][N:9]=2)=[CH:6][N:7]=1. (3) Given the reactants [C:1]([C@H](C1C=CC=CC=1)C(O)=O)([O:3][C:4]([CH3:7])([CH3:6])[CH3:5])=[O:2].[CH2:18](Cl)CCl.C[C:23]1[CH:28]=[CH:27]N=[C:25]([NH2:29])[C:24]=1[CH3:30].[NH2:31][C:32]1[CH:33]=[C:34]2[C:39](=[CH:40][CH:41]=1)[CH:38]=[N:37][CH:36]=[CH:35]2.CN([CH:45]=[O:46])C, predict the reaction product. The product is: [C:4]([O:3][C:1](=[O:2])[NH:29][C@H:25]([C:24]1[CH:23]=[CH:28][CH:27]=[CH:18][CH:30]=1)[C:45]([NH:31][C:32]1[CH:33]=[C:34]2[C:39](=[CH:40][CH:41]=1)[CH:38]=[N:37][CH:36]=[CH:35]2)=[O:46])([CH3:7])([CH3:6])[CH3:5]. (4) Given the reactants [NH2:1][C:2]1[CH:7]=[CH:6][C:5]([C:8]2[N:15]=[CH:14][CH:13]=[C:12]([Cl:16])[C:9]=2[C:10]#[N:11])=[CH:4][CH:3]=1.[CH3:17][O:18][C:19]1[CH:24]=[C:23]([O:25][CH3:26])[CH:22]=[CH:21][C:20]=1[N:27]=[C:28]=[O:29], predict the reaction product. The product is: [Cl:16][C:12]1[CH:13]=[CH:14][N:15]=[C:8]([C:5]2[CH:4]=[CH:3][C:2]([NH:1][C:28]([NH:27][C:20]3[CH:21]=[CH:22][C:23]([O:25][CH3:26])=[CH:24][C:19]=3[O:18][CH3:17])=[O:29])=[CH:7][CH:6]=2)[C:9]=1[C:10]#[N:11]. (5) Given the reactants [OH:1][C:2]1[CH:3]=[C:4]([CH:8]=[C:9]([N+:11]([O-:13])=[O:12])[CH:10]=1)[C:5]([OH:7])=[O:6].OS(O)(=O)=O.[CH3:19]O, predict the reaction product. The product is: [OH:1][C:2]1[CH:3]=[C:4]([CH:8]=[C:9]([N+:11]([O-:13])=[O:12])[CH:10]=1)[C:5]([O:7][CH3:19])=[O:6]. (6) Given the reactants Cl[C:2]1[C:11]([C@@H:12]([N:14]2[C:22](=[O:23])[C:21]3[C:16](=[CH:17][CH:18]=[CH:19][CH:20]=3)[C:15]2=[O:24])[CH3:13])=[CH:10][C:9]2[C:4](=[C:5]([Cl:25])[CH:6]=[CH:7][CH:8]=2)[N:3]=1.C([Sn](CCCC)(CCCC)[C:31]1[S:35][CH:34]=[N:33][CH:32]=1)CCC.O1CCOCC1, predict the reaction product. The product is: [Cl:25][C:5]1[CH:6]=[CH:7][CH:8]=[C:9]2[C:4]=1[N:3]=[C:2]([C:31]1[S:35][CH:34]=[N:33][CH:32]=1)[C:11]([C@@H:12]([N:14]1[C:22](=[O:23])[C:21]3[C:16](=[CH:17][CH:18]=[CH:19][CH:20]=3)[C:15]1=[O:24])[CH3:13])=[CH:10]2.